This data is from Full USPTO retrosynthesis dataset with 1.9M reactions from patents (1976-2016). The task is: Predict the reactants needed to synthesize the given product. (1) Given the product [CH2:3]([O:10][C:11]1[CH:20]=[C:19]2[C:14]([C:15](=[O:21])[N:16]([CH2:29][O:28][C:22](=[O:27])[C:23]([CH3:26])([CH3:25])[CH3:24])[CH:17]=[N:18]2)=[CH:13][C:12]=1[O:36][CH3:35])[C:4]1[CH:9]=[CH:8][CH:7]=[CH:6][CH:5]=1, predict the reactants needed to synthesize it. The reactants are: [H-].[Na+].[CH2:3]([O:10][C:11]1[CH:20]=[C:19]2[C:14]([C:15](=[O:21])[NH:16][CH:17]=[N:18]2)=[CH:13][CH:12]=1)[C:4]1[CH:9]=[CH:8][CH:7]=[CH:6][CH:5]=1.[C:22]([O:28][CH2:29]Cl)(=[O:27])[C:23]([CH3:26])([CH3:25])[CH3:24].Cl.CN([CH:35]=[O:36])C. (2) Given the product [NH2:8][C@H:9]([C:12]([O:14][C:15](=[O:33])[CH2:16][CH2:17][CH2:18][CH2:19][CH2:20][CH2:21][CH2:22]/[CH:23]=[CH:24]\[CH2:25][CH2:26][CH2:27][CH2:28][CH2:29][CH2:30][CH2:31][CH3:32])=[O:13])[CH2:10][OH:11], predict the reactants needed to synthesize it. The reactants are: C([NH:8][C@H:9]([C:12]([OH:14])=[O:13])[CH2:10][OH:11])(OC(C)(C)C)=O.[C:15](Cl)(=[O:33])[CH2:16][CH2:17][CH2:18][CH2:19][CH2:20][CH2:21][CH2:22]/[CH:23]=[CH:24]\[CH2:25][CH2:26][CH2:27][CH2:28][CH2:29][CH2:30][CH2:31][CH3:32].C(N[C@H](C(O)=O)CO)(=O)CCCCCCC/C=C\CCCCCCCC.N1C=CC=CC=1. (3) The reactants are: [Br:1][C:2]1[CH:3]=[N:4][C:5](OC2C=NC(Cl)=CC=2)=[N:6][CH:7]=1.[OH:16][C:17]1[CH:22]=[CH:21][C:20]([CH2:23][CH2:24][CH:25]([NH:27][C:28](=[O:30])[CH3:29])[CH3:26])=[CH:19][CH:18]=1. Given the product [Br:1][C:2]1[CH:3]=[N:4][C:5]([O:16][C:17]2[CH:18]=[CH:19][C:20]([CH2:23][CH2:24][CH:25]([NH:27][C:28](=[O:30])[CH3:29])[CH3:26])=[CH:21][CH:22]=2)=[N:6][CH:7]=1, predict the reactants needed to synthesize it. (4) Given the product [CH2:7]([C:5]1[NH:6][C:2]([C:22]2[CH:21]=[C:20]3[C:25](=[CH:24][CH:23]=2)[NH:17][N:18]=[CH:19]3)=[C:3]([C:9]2[CH:14]=[CH:13][C:12]([F:15])=[C:11]([CH3:16])[CH:10]=2)[N:4]=1)[CH3:8], predict the reactants needed to synthesize it. The reactants are: Br[C:2]1[NH:6][C:5]([CH2:7][CH3:8])=[N:4][C:3]=1[C:9]1[CH:14]=[CH:13][C:12]([F:15])=[C:11]([CH3:16])[CH:10]=1.[NH:17]1[C:25]2[C:20](=[CH:21][C:22](B3OC(C)(C)C(C)(C)O3)=[CH:23][CH:24]=2)[CH:19]=[N:18]1.C([O-])([O-])=O.[Na+].[Na+]. (5) Given the product [Cl:1][C:2]1[N:7]=[CH:6][C:5]2[N:8]=[C:15]([CH3:16])[N:9]([CH:10]([CH:12]3[CH2:14][CH2:13]3)[CH3:11])[C:4]=2[CH:3]=1, predict the reactants needed to synthesize it. The reactants are: [Cl:1][C:2]1[N:7]=[CH:6][C:5]([NH2:8])=[C:4]([NH:9][CH:10]([CH:12]2[CH2:14][CH2:13]2)[CH3:11])[CH:3]=1.[CH2:15](OC(OCC)OCC)[CH3:16]. (6) Given the product [NH:3]1[C:7]2[CH:8]=[CH:9][CH:10]=[CH:11][C:6]=2[N:5]=[C:4]1[CH:12]([NH2:24])[CH2:13][C:14]1[CH:19]=[C:18]([F:20])[C:17]([O:21][CH3:22])=[CH:16][C:15]=1[F:23], predict the reactants needed to synthesize it. The reactants are: N#N.[NH:3]1[C:7]2[CH:8]=[CH:9][CH:10]=[CH:11][C:6]=2[N:5]=[C:4]1[CH:12]([NH:24]C(=O)OC(C)(C)C)[CH2:13][C:14]1[CH:19]=[C:18]([F:20])[C:17]([O:21][CH3:22])=[CH:16][C:15]=1[F:23].Cl. (7) The reactants are: Br[C:2]1[CH:7]=[CH:6][C:5]([C:8]2[NH:9][CH:10]=[CH:11][N:12]=2)=[CH:4][CH:3]=1.[CH:13]1([NH:16][C:17](=[O:34])[C:18]2[CH:23]=[CH:22][C:21]([CH3:24])=[C:20](B3OC(C)(C)C(C)(C)O3)[CH:19]=2)[CH2:15][CH2:14]1. Given the product [CH:13]1([NH:16][C:17]([C:18]2[CH:23]=[C:22]([C:2]3[CH:7]=[CH:6][C:5]([C:8]4[NH:9][CH:10]=[CH:11][N:12]=4)=[CH:4][CH:3]=3)[C:21]([CH3:24])=[CH:20][CH:19]=2)=[O:34])[CH2:14][CH2:15]1, predict the reactants needed to synthesize it.